Dataset: NCI-60 drug combinations with 297,098 pairs across 59 cell lines. Task: Regression. Given two drug SMILES strings and cell line genomic features, predict the synergy score measuring deviation from expected non-interaction effect. (1) Drug 1: CCC1(CC2CC(C3=C(CCN(C2)C1)C4=CC=CC=C4N3)(C5=C(C=C6C(=C5)C78CCN9C7C(C=CC9)(C(C(C8N6C)(C(=O)OC)O)OC(=O)C)CC)OC)C(=O)OC)O.OS(=O)(=O)O. Drug 2: CC1=C(C=C(C=C1)C(=O)NC2=CC(=CC(=C2)C(F)(F)F)N3C=C(N=C3)C)NC4=NC=CC(=N4)C5=CN=CC=C5. Cell line: ACHN. Synergy scores: CSS=-4.10, Synergy_ZIP=3.24, Synergy_Bliss=3.73, Synergy_Loewe=-2.77, Synergy_HSA=-2.95. (2) Cell line: BT-549. Drug 2: C(CC(=O)O)C(=O)CN.Cl. Synergy scores: CSS=-5.32, Synergy_ZIP=-1.31, Synergy_Bliss=-4.03, Synergy_Loewe=-5.58, Synergy_HSA=-5.65. Drug 1: CNC(=O)C1=CC=CC=C1SC2=CC3=C(C=C2)C(=NN3)C=CC4=CC=CC=N4. (3) Drug 1: C1CCC(CC1)NC(=O)N(CCCl)N=O. Drug 2: CN1C2=C(C=C(C=C2)N(CCCl)CCCl)N=C1CCCC(=O)O.Cl. Cell line: MDA-MB-231. Synergy scores: CSS=17.7, Synergy_ZIP=-5.69, Synergy_Bliss=-3.17, Synergy_Loewe=-6.82, Synergy_HSA=-1.10. (4) Drug 1: C1=CC(=CC=C1CCCC(=O)O)N(CCCl)CCCl. Drug 2: CCCCC(=O)OCC(=O)C1(CC(C2=C(C1)C(=C3C(=C2O)C(=O)C4=C(C3=O)C=CC=C4OC)O)OC5CC(C(C(O5)C)O)NC(=O)C(F)(F)F)O. Cell line: 786-0. Synergy scores: CSS=49.0, Synergy_ZIP=-2.93, Synergy_Bliss=-8.13, Synergy_Loewe=-5.45, Synergy_HSA=-6.00. (5) Drug 1: CCC1=CC2CC(C3=C(CN(C2)C1)C4=CC=CC=C4N3)(C5=C(C=C6C(=C5)C78CCN9C7C(C=CC9)(C(C(C8N6C)(C(=O)OC)O)OC(=O)C)CC)OC)C(=O)OC.C(C(C(=O)O)O)(C(=O)O)O. Drug 2: C1CN(CCN1C(=O)CCBr)C(=O)CCBr. Cell line: HS 578T. Synergy scores: CSS=38.2, Synergy_ZIP=-4.33, Synergy_Bliss=0.799, Synergy_Loewe=-18.2, Synergy_HSA=1.18. (6) Synergy scores: CSS=6.84, Synergy_ZIP=-3.06, Synergy_Bliss=2.42, Synergy_Loewe=-10.2, Synergy_HSA=-1.95. Drug 2: COC1=C2C(=CC3=C1OC=C3)C=CC(=O)O2. Drug 1: C1=NC2=C(N=C(N=C2N1C3C(C(C(O3)CO)O)F)Cl)N. Cell line: TK-10. (7) Cell line: SK-MEL-28. Drug 1: C1CNP(=O)(OC1)N(CCCl)CCCl. Synergy scores: CSS=22.1, Synergy_ZIP=1.00, Synergy_Bliss=-7.73, Synergy_Loewe=-66.1, Synergy_HSA=-10.5. Drug 2: B(C(CC(C)C)NC(=O)C(CC1=CC=CC=C1)NC(=O)C2=NC=CN=C2)(O)O.